This data is from Forward reaction prediction with 1.9M reactions from USPTO patents (1976-2016). The task is: Predict the product of the given reaction. Given the reactants [OH:1][C:2]1[CH:3]=[C:4]([CH:7]=[CH:8][C:9]=1[OH:10])[CH:5]=[O:6].C([O-])([O-])=O.[K+].[K+].[CH2:17]([O:19][C:20](=[O:23])[CH2:21]Br)[CH3:18].C(O)C, predict the reaction product. The product is: [CH:5]([C:4]1[CH:7]=[CH:8][C:9]([O:10][CH2:21][C:20]([O:19][CH2:17][CH3:18])=[O:23])=[C:2]([OH:1])[CH:3]=1)=[O:6].